From a dataset of Forward reaction prediction with 1.9M reactions from USPTO patents (1976-2016). Predict the product of the given reaction. (1) Given the reactants [F:1][C:2]1[CH:3]=[C:4]2[C:9](=[C:10]([O:13][C:14]([F:17])([F:16])[F:15])[C:11]=1F)[N:8]([C:18]1[CH:23]=[CH:22][C:21]([CH2:24][N:25]3[CH2:29][CH2:28][CH2:27][CH2:26]3)=[CH:20][CH:19]=1)[CH:7]=[C:6]([C:30]([O:32][CH2:33][CH3:34])=[O:31])[C:5]2=[O:35].C1N2CCN(CC2)C1.[Cl:44][C:45]1[CH:46]=[C:47]([N:51]2[CH2:56][CH2:55][NH:54][CH2:53][CH2:52]2)[CH:48]=[CH:49][CH:50]=1, predict the reaction product. The product is: [Cl:44][C:45]1[CH:46]=[C:47]([N:51]2[CH2:56][CH2:55][N:54]([C:11]3[C:10]([O:13][C:14]([F:17])([F:16])[F:15])=[C:9]4[C:4]([C:5](=[O:35])[C:6]([C:30]([O:32][CH2:33][CH3:34])=[O:31])=[CH:7][N:8]4[C:18]4[CH:19]=[CH:20][C:21]([CH2:24][N:25]5[CH2:29][CH2:28][CH2:27][CH2:26]5)=[CH:22][CH:23]=4)=[CH:3][C:2]=3[F:1])[CH2:53][CH2:52]2)[CH:48]=[CH:49][CH:50]=1. (2) Given the reactants [F:1][C:2]1[CH:3]=[C:4]([CH3:29])[C:5]([O:27][CH3:28])=[C:6]([CH:8]([C:10]2[C:11]([S:23]([CH3:26])(=[O:25])=[O:24])=[C:12]([NH2:22])[CH:13]=[C:14]([N:16]3[CH2:21][CH2:20][NH:19][CH2:18][CH2:17]3)[CH:15]=2)[CH3:9])[CH:7]=1.C(=O)=O.CO.[ClH:35], predict the reaction product. The product is: [ClH:35].[F:1][C:2]1[CH:3]=[C:4]([CH3:29])[C:5]([O:27][CH3:28])=[C:6]([CH:8]([C:10]2[C:11]([S:23]([CH3:26])(=[O:25])=[O:24])=[C:12]([NH2:22])[CH:13]=[C:14]([N:16]3[CH2:21][CH2:20][NH:19][CH2:18][CH2:17]3)[CH:15]=2)[CH3:9])[CH:7]=1. (3) Given the reactants [Cl:1][C:2]1[CH:7]=[C:6]([OH:8])[CH:5]=[CH:4][N:3]=1.[H-].[Na+].[Br:11][C:12]1[C:13](F)=[CH:14][C:15]([F:21])=[C:16]([N+:18]([O-:20])=[O:19])[CH:17]=1, predict the reaction product. The product is: [Br:11][C:12]1[CH:17]=[C:16]([N+:18]([O-:20])=[O:19])[C:15]([F:21])=[CH:14][C:13]=1[O:8][C:6]1[CH:5]=[CH:4][N:3]=[C:2]([Cl:1])[CH:7]=1.